This data is from Full USPTO retrosynthesis dataset with 1.9M reactions from patents (1976-2016). The task is: Predict the reactants needed to synthesize the given product. (1) Given the product [Cl:21][C:22]1[CH:23]=[C:24]([N:28]2[CH2:33][CH2:32][N:31]([C:12]([C:11]3[NH:10][CH:9]=[N:8][C:7]=3[C:1]3[CH:2]=[CH:3][CH:4]=[CH:5][CH:6]=3)=[O:14])[CH2:30][CH2:29]2)[CH:25]=[CH:26][CH:27]=1, predict the reactants needed to synthesize it. The reactants are: [C:1]1([C:7]2[N:8]=[CH:9][NH:10][C:11]=2[C:12]([OH:14])=O)[CH:6]=[CH:5][CH:4]=[CH:3][CH:2]=1.C(Cl)(=O)C(Cl)=O.[Cl:21][C:22]1[CH:23]=[C:24]([N:28]2[CH2:33][CH2:32][NH:31][CH2:30][CH2:29]2)[CH:25]=[CH:26][CH:27]=1.C(N(CC)CC)C. (2) Given the product [CH3:1][O:2][C:3](=[O:19])[C:4]1[C:9]([NH2:10])=[CH:8][C:7]([Cl:18])=[N:6][CH:5]=1, predict the reactants needed to synthesize it. The reactants are: [CH3:1][O:2][C:3](=[O:19])[C:4]1[C:9]([NH:10]CC2C=CC=CC=2)=[CH:8][C:7]([Cl:18])=[N:6][CH:5]=1.C([O-])([O-])=O.[K+].[K+]. (3) Given the product [F:1][C:2]1[CH:7]=[C:6]([I:8])[CH:5]=[CH:4][C:3]=1[N:9]1[C:10]2[C:11](=[CH:12][C:13]3[C:14]([CH3:21])=[N:15][CH:16]=[N:17][C:18]=3[C:19]=2[F:20])[N:30]([S:48]([C:45]2([CH2:44][CH2:43][O:42][Si:35]([C:38]([CH3:41])([CH3:40])[CH3:39])([CH3:37])[CH3:36])[CH2:47][CH2:46]2)(=[O:50])=[O:49])[C:56]1=[O:55], predict the reactants needed to synthesize it. The reactants are: [F:1][C:2]1[CH:7]=[C:6]([I:8])[CH:5]=[CH:4][C:3]=1[NH:9][C:10]1[C:19]([F:20])=[C:18]2[C:13]([C:14]([CH3:21])=[N:15][CH:16]=[N:17]2)=[CH:12][C:11]=1C(O)=O.[Li+].C[Si]([N-:30][Si](C)(C)C)(C)C.[Si:35]([O:42][CH2:43][CH2:44][C:45]1([S:48](Cl)(=[O:50])=[O:49])[CH2:47][CH2:46]1)([C:38]([CH3:41])([CH3:40])[CH3:39])([CH3:37])[CH3:36].C1[CH2:56][O:55]CC1. (4) Given the product [F:24][C:22]1[CH:21]=[C:20]2[C:15]([CH:16]=[CH:17][C:18]([CH3:25])=[N:19]2)=[CH:14][CH:23]=1.[NH:8]1[CH2:9][CH:10]=[C:11]([C:14]2[CH:23]=[CH:22][CH:21]=[C:20]3[C:15]=2[CH:16]=[CH:17][CH:18]=[N:19]3)[CH2:12][CH2:13]1, predict the reactants needed to synthesize it. The reactants are: C(OC([N:8]1[CH2:13][CH2:12][CH:11]([C:14]2[CH:23]=[C:22]([F:24])[CH:21]=[C:20]3[C:15]=2[CH:16]=[CH:17][C:18]([CH3:25])=[N:19]3)[CH2:10][CH2:9]1)=O)(C)(C)C.FC(F)(F)C(O)=O.C([O-])(O)=O.[Na+].